From a dataset of Peptide-MHC class I binding affinity with 185,985 pairs from IEDB/IMGT. Regression. Given a peptide amino acid sequence and an MHC pseudo amino acid sequence, predict their binding affinity value. This is MHC class I binding data. (1) The MHC is HLA-A29:02 with pseudo-sequence HLA-A29:02. The binding affinity (normalized) is 0. The peptide sequence is KYPELKKPI. (2) The peptide sequence is RVLHEDRFF. The MHC is HLA-A80:01 with pseudo-sequence HLA-A80:01. The binding affinity (normalized) is 0.0847. (3) The peptide sequence is DHLKEKSSL. The MHC is HLA-A23:01 with pseudo-sequence HLA-A23:01. The binding affinity (normalized) is 0.0847. (4) The peptide sequence is FIVISPMGKL. The MHC is HLA-A02:01 with pseudo-sequence HLA-A02:01. The binding affinity (normalized) is 0.0849. (5) The peptide sequence is VTLFIDRGSI. The MHC is HLA-A02:02 with pseudo-sequence HLA-A02:02. The binding affinity (normalized) is 0.237.